Regression. Given a peptide amino acid sequence and an MHC pseudo amino acid sequence, predict their binding affinity value. This is MHC class I binding data. From a dataset of Peptide-MHC class I binding affinity with 185,985 pairs from IEDB/IMGT. (1) The peptide sequence is EFTKYKYL. The MHC is H-2-Kb with pseudo-sequence H-2-Kb. The binding affinity (normalized) is 0.0735. (2) The peptide sequence is RLQQELDDL. The MHC is HLA-A02:01 with pseudo-sequence HLA-A02:01. The binding affinity (normalized) is 0.365. (3) The peptide sequence is RQFPTAFSF. The MHC is Mamu-B3901 with pseudo-sequence Mamu-B3901. The binding affinity (normalized) is 0.758. (4) The peptide sequence is SVANIDRIK. The MHC is HLA-B27:03 with pseudo-sequence HLA-B27:03. The binding affinity (normalized) is 0.0847. (5) The peptide sequence is KFNPMKTYI. The MHC is HLA-B44:03 with pseudo-sequence HLA-B44:03. The binding affinity (normalized) is 0. (6) The peptide sequence is STPATTNAHC. The MHC is Mamu-A01 with pseudo-sequence Mamu-A01. The binding affinity (normalized) is 0.654. (7) The peptide sequence is KSAFYQSYL. The MHC is HLA-B39:01 with pseudo-sequence HLA-B39:01. The binding affinity (normalized) is 0.0847.